This data is from Full USPTO retrosynthesis dataset with 1.9M reactions from patents (1976-2016). The task is: Predict the reactants needed to synthesize the given product. (1) Given the product [CH2:46]([O:49][C:26]1[CH:27]=[CH:28][C:23]([N:17]2[C:18]([CH2:19][CH2:20][CH2:21][CH3:22])=[C:14]([C:11]3[CH:12]=[CH:13][C:8]([C:6]([O:5][C:1]([CH3:3])([CH3:4])[CH3:2])=[O:7])=[CH:9][C:10]=3[C:34]([N:36]3[CH2:45][CH2:44][C:43]4[C:38](=[CH:39][CH:40]=[CH:41][CH:42]=4)[CH2:37]3)=[O:35])[C:15]([C:29]([O:31][CH2:32][CH3:33])=[O:30])=[N:16]2)=[CH:24][CH:25]=1)[CH:47]=[CH2:48], predict the reactants needed to synthesize it. The reactants are: [C:1]([O:5][C:6]([C:8]1[CH:13]=[CH:12][C:11]([C:14]2[C:15]([C:29]([O:31][CH2:32][CH3:33])=[O:30])=[N:16][N:17]([C:23]3[CH:28]=[CH:27][CH:26]=[CH:25][CH:24]=3)[C:18]=2[CH2:19][CH2:20][CH2:21][CH3:22])=[C:10]([C:34]([N:36]2[CH2:45][CH2:44][C:43]3[C:38](=[CH:39][CH:40]=[CH:41][CH:42]=3)[CH2:37]2)=[O:35])[CH:9]=1)=[O:7])([CH3:4])([CH3:3])[CH3:2].[CH2:46]([O:49]C1C=CC(N/N=C/C(OCC)=O)=CC=1)[CH:47]=[CH2:48].[N+](C(CCCC)=CC1C=CC(C(OC(C)(C)C)=O)=CC=1C(N1CCC2C(=CC=CC=2)C1)=O)([O-])=O. (2) Given the product [CH3:27][N:28]1[C:32]([S:33]([N:21]2[CH2:20][CH2:19][C:16]3([C:15](=[O:24])[N:14]([C:11]4[CH:12]=[CH:13][C:8]([O:7][C:6]([F:5])([F:25])[F:26])=[CH:9][CH:10]=4)[CH2:18][CH2:17]3)[CH2:23][CH2:22]2)(=[O:35])=[O:34])=[CH:31][CH:30]=[N:29]1, predict the reactants needed to synthesize it. The reactants are: C(O)(=O)C.[F:5][C:6]([F:26])([F:25])[O:7][C:8]1[CH:13]=[CH:12][C:11]([N:14]2[CH2:18][CH2:17][C:16]3([CH2:23][CH2:22][NH:21][CH2:20][CH2:19]3)[C:15]2=[O:24])=[CH:10][CH:9]=1.[CH3:27][N:28]1[C:32]([S:33](Cl)(=[O:35])=[O:34])=[CH:31][CH:30]=[N:29]1. (3) Given the product [CH3:1][O:2][C:3]1[CH:8]=[CH:7][CH:6]=[CH:5][C:4]=1[CH2:9][CH2:10][O:11][CH2:15][C:16]([OH:18])=[O:17], predict the reactants needed to synthesize it. The reactants are: [CH3:1][O:2][C:3]1[CH:8]=[CH:7][CH:6]=[CH:5][C:4]=1[CH2:9][CH2:10][OH:11].[H-].[Na+].Cl[CH2:15][C:16]([OH:18])=[O:17].